Dataset: Forward reaction prediction with 1.9M reactions from USPTO patents (1976-2016). Task: Predict the product of the given reaction. (1) The product is: [N:16]1([C:26]2[C:27]([O:6][S:3]([C:2]([F:15])([F:14])[F:1])(=[O:5])=[O:4])=[N:28][C:29]3[C:34]([N:35]=2)=[CH:33][C:32]([C:36]([O:38][CH3:39])=[O:37])=[CH:31][CH:30]=3)[C:25]2[C:20](=[CH:21][CH:22]=[CH:23][CH:24]=2)[CH2:19][CH2:18][CH2:17]1. Given the reactants [F:1][C:2]([F:15])([F:14])[S:3]([O:6]S(C(F)(F)F)(=O)=O)(=[O:5])=[O:4].[N:16]1([C:26]2[C:27](=O)[NH:28][C:29]3[C:34]([N:35]=2)=[CH:33][C:32]([C:36]([O:38][CH3:39])=[O:37])=[CH:31][CH:30]=3)[C:25]2[C:20](=[CH:21][CH:22]=[CH:23][CH:24]=2)[CH2:19][CH2:18][CH2:17]1.N1C=CC=CC=1, predict the reaction product. (2) The product is: [C:56]([O:55][C:53]([N:50]1[CH2:51][CH2:52][N:47]([CH2:46][CH2:45][N:25]2[CH2:26][CH2:27][C@@H:23]([CH2:22][N:18]3[C:19]4[C:14](=[CH:13][C:12]([C:9]5[CH:10]=[N:11][C:6]([NH:5][C:4]([NH:3][CH2:1][CH3:2])=[O:43])=[CH:7][C:8]=5[C:34]5[S:35][CH:36]=[C:37]([C:39]([F:42])([F:41])[F:40])[N:38]=5)=[CH:21][CH:20]=4)[C:15](=[O:33])[C:16]([C:28]([O:30][CH2:31][CH3:32])=[O:29])=[CH:17]3)[CH2:24]2)[CH2:48][CH2:49]1)=[O:54])([CH3:59])([CH3:58])[CH3:57]. Given the reactants [CH2:1]([NH:3][C:4](=[O:43])[NH:5][C:6]1[N:11]=[CH:10][C:9]([C:12]2[CH:13]=[C:14]3[C:19](=[CH:20][CH:21]=2)[N:18]([CH2:22][C@@H:23]2[CH2:27][CH2:26][NH:25][CH2:24]2)[CH:17]=[C:16]([C:28]([O:30][CH2:31][CH3:32])=[O:29])[C:15]3=[O:33])=[C:8]([C:34]2[S:35][CH:36]=[C:37]([C:39]([F:42])([F:41])[F:40])[N:38]=2)[CH:7]=1)[CH3:2].Cl[CH2:45][CH2:46][N:47]1[CH2:52][CH2:51][N:50]([C:53]([O:55][C:56]([CH3:59])([CH3:58])[CH3:57])=[O:54])[CH2:49][CH2:48]1.C(=O)([O-])[O-].[K+].[K+], predict the reaction product. (3) Given the reactants Cl[C:2]1[N:3]=[C:4]([N:15]2[CH2:20][CH2:19][O:18][CH2:17][CH2:16]2)[C:5]2[CH:10]=[C:9]([C:11]([OH:14])([CH3:13])[CH3:12])[S:8][C:6]=2[N:7]=1.CC1(C)C(C)(C)OB([C:29]2[CH:30]=[C:31]3[CH:37]=[CH:36][NH:35][C:32]3=[N:33][CH:34]=2)O1, predict the reaction product. The product is: [O:18]1[CH2:19][CH2:20][N:15]([C:4]2[C:5]3[CH:10]=[C:9]([C:11]([OH:14])([CH3:13])[CH3:12])[S:8][C:6]=3[N:7]=[C:2]([C:29]3[CH:30]=[C:31]4[CH:37]=[CH:36][NH:35][C:32]4=[N:33][CH:34]=3)[N:3]=2)[CH2:16][CH2:17]1. (4) Given the reactants [F:1][C:2]1[CH:3]=[CH:4][CH:5]=[C:6]2[C:10]=1[CH:9]([CH2:11][CH2:12][C:13]([NH:15][C:16]1[CH:24]=[CH:23][C:19](C(O)=O)=[CH:18][N:17]=1)=[O:14])[N:8]([CH2:25][C:26]1[CH:31]=[CH:30][C:29]([F:32])=[CH:28][CH:27]=1)[C:7]2=[O:33].NC1C=CC=CN=1, predict the reaction product. The product is: [F:1][C:2]1[CH:3]=[CH:4][CH:5]=[C:6]2[C:10]=1[CH:9]([CH2:11][CH2:12][C:13]([NH:15][C:16]1[CH:24]=[CH:23][CH:19]=[CH:18][N:17]=1)=[O:14])[N:8]([CH2:25][C:26]1[CH:31]=[CH:30][C:29]([F:32])=[CH:28][CH:27]=1)[C:7]2=[O:33]. (5) Given the reactants [CH3:1][C:2]([O:5][C:6]([NH:8][C@H:9]([C:18]([OH:20])=O)[CH2:10][CH2:11][C:12]1[CH:17]=[CH:16][CH:15]=[CH:14][CH:13]=1)=[O:7])([CH3:4])[CH3:3].C[Si](C=[N+]=[N-])(C)C.[NH2:28][OH:29].Cl.[OH-].[K+].Cl, predict the reaction product. The product is: [OH:29][NH:28][C:18]([C@@H:9]([NH:8][C:6]([O:5][C:2]([CH3:4])([CH3:3])[CH3:1])=[O:7])[CH2:10][CH2:11][C:12]1[CH:17]=[CH:16][CH:15]=[CH:14][CH:13]=1)=[O:20]. (6) Given the reactants [F:1][C:2]([F:18])([F:17])[C:3]1[CH:4]=[C:5]([CH:10]=[C:11]([C:13]([F:16])([F:15])[F:14])[CH:12]=1)[CH2:6][NH:7][CH2:8][CH3:9].F[C:20]1[CH:27]=[CH:26][C:25]([C:28]([F:31])([F:30])[F:29])=[CH:24][C:21]=1[CH:22]=[O:23].C(=O)([O-])[O-].[K+].[K+].O, predict the reaction product. The product is: [F:1][C:2]([F:17])([F:18])[C:3]1[CH:4]=[C:5]([CH:10]=[C:11]([C:13]([F:16])([F:15])[F:14])[CH:12]=1)[CH2:6][N:7]([CH2:8][CH3:9])[C:20]1[CH:27]=[CH:26][C:25]([C:28]([F:31])([F:30])[F:29])=[CH:24][C:21]=1[CH:22]=[O:23]. (7) Given the reactants O.[C:2]1([CH3:12])[CH:7]=CC(S(O)(=O)=O)=C[CH:3]=1.[CH:13]([O:16][C:17]1[C:18]([O:38][CH3:39])=[CH:19][C:20]([N+:35]([O-:37])=[O:36])=[C:21]([CH:34]=1)[C:22]([C:24]1[NH:28][N:27]=[N:26][C:25]=1[C:29]([O:31][CH2:32][CH3:33])=[O:30])=[O:23])([CH3:15])[CH3:14].C(N1C=CN=C1)(N1C=CN=C1)=O.[CH2:52]([O:54][CH2:55][CH:56]([OH:61])[CH2:57][O:58][CH2:59][CH3:60])[CH3:53].FC(F)(F)[C:64]([OH:66])=[O:65].Cl, predict the reaction product. The product is: [CH2:52]([O:54][CH2:55][CH:56]([O:61][C:64]([O:66][CH:7]([N:27]1[N:26]=[C:25]([C:29]([O:31][CH2:32][CH3:33])=[O:30])[C:24]([C:22](=[O:23])[C:21]2[CH:34]=[C:17]([O:16][CH:13]([CH3:15])[CH3:14])[C:18]([O:38][CH3:39])=[CH:19][C:20]=2[N+:35]([O-:37])=[O:36])=[N:28]1)[CH:2]([CH3:3])[CH3:12])=[O:65])[CH2:57][O:58][CH2:59][CH3:60])[CH3:53]. (8) Given the reactants [OH:1][C:2]1[C:9]([OH:10])=[CH:8][CH:7]=[CH:6][C:3]=1[CH:4]=[O:5].[C:11](=O)([O-])[O-].[K+].[K+].[CH2:17](Br)[CH:18]=[CH2:19].[C:21](#N)[CH3:22], predict the reaction product. The product is: [CH2:17]([O:1][C:2]1[C:9]([O:10][CH2:11][CH:21]=[CH2:22])=[CH:8][CH:7]=[CH:6][C:3]=1[CH:4]=[O:5])[CH:18]=[CH2:19]. (9) Given the reactants [O:1]1[C@H:3]([C@@H:4]([OH:7])[CH2:5][CH3:6])[CH2:2]1.CCOCC.[OH-].[K+].[S:15](Cl)([C:18]1[CH:24]=[CH:23][C:21]([CH3:22])=[CH:20][CH:19]=1)(=[O:17])=[O:16], predict the reaction product. The product is: [O:1]1[C@H:3]([C@@H:4]([O:7][S:15]([C:18]2[CH:24]=[CH:23][C:21]([CH3:22])=[CH:20][CH:19]=2)(=[O:17])=[O:16])[CH2:5][CH3:6])[CH2:2]1.